Regression. Given a peptide amino acid sequence and an MHC pseudo amino acid sequence, predict their binding affinity value. This is MHC class I binding data. From a dataset of Peptide-MHC class I binding affinity with 185,985 pairs from IEDB/IMGT. (1) The peptide sequence is RPVGISSMV. The MHC is HLA-A11:01 with pseudo-sequence HLA-A11:01. The binding affinity (normalized) is 0.0847. (2) The peptide sequence is SMSQELAELL. The binding affinity (normalized) is 0.630. The MHC is HLA-A02:03 with pseudo-sequence HLA-A02:03.